Task: Regression. Given two drug SMILES strings and cell line genomic features, predict the synergy score measuring deviation from expected non-interaction effect.. Dataset: NCI-60 drug combinations with 297,098 pairs across 59 cell lines (1) Drug 1: CC(C1=C(C=CC(=C1Cl)F)Cl)OC2=C(N=CC(=C2)C3=CN(N=C3)C4CCNCC4)N. Drug 2: CC1=C2C(C(=O)C3(C(CC4C(C3C(C(C2(C)C)(CC1OC(=O)C(C(C5=CC=CC=C5)NC(=O)OC(C)(C)C)O)O)OC(=O)C6=CC=CC=C6)(CO4)OC(=O)C)OC)C)OC. Cell line: OVCAR-5. Synergy scores: CSS=52.2, Synergy_ZIP=5.80, Synergy_Bliss=5.75, Synergy_Loewe=-7.24, Synergy_HSA=6.32. (2) Drug 1: C1CC(C1)(C(=O)O)C(=O)O.[NH2-].[NH2-].[Pt+2]. Drug 2: CCCCCOC(=O)NC1=NC(=O)N(C=C1F)C2C(C(C(O2)C)O)O. Cell line: SR. Synergy scores: CSS=-1.07, Synergy_ZIP=-1.25, Synergy_Bliss=-2.34, Synergy_Loewe=-7.47, Synergy_HSA=-4.18.